The task is: Predict which catalyst facilitates the given reaction.. This data is from Catalyst prediction with 721,799 reactions and 888 catalyst types from USPTO. (1) Reactant: Cl.[NH2:2][CH2:3][C:4]([CH3:10])([CH3:9])[C:5]([O:7][CH3:8])=[O:6].[C:11]([O-])(O)=[O:12].[Na+].ClC(Cl)(OC(=O)OC(Cl)(Cl)Cl)Cl. Product: [N:2]([CH2:3][C:4]([CH3:10])([CH3:9])[C:5]([O:7][CH3:8])=[O:6])=[C:11]=[O:12]. The catalyst class is: 34. (2) Reactant: [Cl:1][C:2]1[S:6][C:5]([C:7]2[N:8]=[C:9](O)[C:10]3[CH2:15][S:14][CH2:13][C:11]=3[N:12]=2)=[CH:4][CH:3]=1.P(Cl)(Cl)([Cl:19])=O.O. Product: [Cl:19][C:9]1[C:10]2[CH2:15][S:14][CH2:13][C:11]=2[N:12]=[C:7]([C:5]2[S:6][C:2]([Cl:1])=[CH:3][CH:4]=2)[N:8]=1. The catalyst class is: 4.